From a dataset of Full USPTO retrosynthesis dataset with 1.9M reactions from patents (1976-2016). Predict the reactants needed to synthesize the given product. (1) Given the product [CH3:23][O:24][C:25]1[CH:26]=[C:27]2[C:32](=[CH:33][C:34]=1[O:35][CH3:36])[N:31]=[CH:30][CH:29]=[C:28]2[O:37][C:38]1[CH:44]=[CH:43][C:41]([NH:42][C:54]([NH:53][C:51]([C:49]2[S:50][C:46]([CH3:45])=[CH:47][CH:48]=2)=[O:52])=[S:55])=[CH:40][CH:39]=1, predict the reactants needed to synthesize it. The reactants are: S(Cl)(Cl)=O.CC1SC(C(O)=O)=CC=1.CC1SC(C(Cl)=O)=CC=1.[CH3:23][O:24][C:25]1[CH:26]=[C:27]2[C:32](=[CH:33][C:34]=1[O:35][CH3:36])[N:31]=[CH:30][CH:29]=[C:28]2[O:37][C:38]1[CH:44]=[CH:43][C:41]([NH2:42])=[CH:40][CH:39]=1.[CH3:45][C:46]1[S:50][C:49]([C:51]([N:53]=[C:54]=[S:55])=[O:52])=[CH:48][CH:47]=1. (2) Given the product [CH:14]1([C:8]2[C:7]3[C:11](=[CH:12][C:4]([NH2:1])=[CH:5][CH:6]=3)[NH:10][CH:9]=2)[CH2:18][CH2:17][CH2:16][CH2:15]1, predict the reactants needed to synthesize it. The reactants are: [N+:1]([C:4]1[CH:12]=[C:11]2[C:7]([CH:8]=[CH:9][NH:10]2)=[CH:6][CH:5]=1)([O-])=O.I[CH:14]1[CH2:18][CH2:17][CH2:16][CH2:15]1. (3) Given the product [C:1]([NH:4][C:5]1[CH:6]=[C:7]2[C:11](=[CH:12][CH:13]=1)[C:10]1([C:17](=[O:18])[N:16]([CH2:19][C:20]([N:31]([CH2:24][C:25]3[CH:30]=[CH:29][CH:28]=[CH:27][CH:26]=3)[C@H:32]([CH:34]3[CH2:36][CH2:35]3)[CH3:33])=[O:21])[C:15](=[O:23])[NH:14]1)[CH2:9][CH2:8]2)(=[O:3])[CH3:2], predict the reactants needed to synthesize it. The reactants are: [C:1]([NH:4][C:5]1[CH:6]=[C:7]2[C:11](=[CH:12][CH:13]=1)[C:10]1([C:17](=[O:18])[N:16]([CH2:19][C:20](O)=[O:21])[C:15](=[O:23])[NH:14]1)[CH2:9][CH2:8]2)(=[O:3])[CH3:2].[CH2:24]([NH:31][C@H:32]([CH:34]1[CH2:36][CH2:35]1)[CH3:33])[C:25]1[CH:30]=[CH:29][CH:28]=[CH:27][CH:26]=1.CN(C(ON1N=NC2C=CC=NC1=2)=[N+](C)C)C.F[P-](F)(F)(F)(F)F.CCN(C(C)C)C(C)C. (4) Given the product [Br:21][C:22]1[CH:27]=[CH:26][C:25]([O:28][CH2:2][CH2:3][CH2:4][O:5][C:6]2[CH:7]=[C:8]3[C:12](=[CH:13][CH:14]=2)[C@H:11]([CH2:15][C:16]([O:18][CH2:19][CH3:20])=[O:17])[CH2:10][CH2:9]3)=[C:24]([O:29][CH3:30])[CH:23]=1, predict the reactants needed to synthesize it. The reactants are: Br[CH2:2][CH2:3][CH2:4][O:5][C:6]1[CH:7]=[C:8]2[C:12](=[CH:13][CH:14]=1)[C@H:11]([CH2:15][C:16]([O:18][CH2:19][CH3:20])=[O:17])[CH2:10][CH2:9]2.[Br:21][C:22]1[CH:27]=[CH:26][C:25]([OH:28])=[C:24]([O:29][CH3:30])[CH:23]=1.C([O-])([O-])=O.[Cs+].[Cs+]. (5) Given the product [CH3:19][O:18][N:17]([CH3:16])[C:4]([C:3]1[C:2]([CH3:1])=[N:10][C:9]([C:11]([F:14])([F:13])[F:12])=[CH:8][CH:7]=1)=[O:5], predict the reactants needed to synthesize it. The reactants are: [CH3:1][C:2]1[N:10]=[C:9]([C:11]([F:14])([F:13])[F:12])[CH:8]=[CH:7][C:3]=1[C:4](O)=[O:5].Cl.[CH3:16][NH:17][O:18][CH3:19].CN1CCOCC1.Cl.CN(C)CCCN=C=NCC. (6) Given the product [OH:42][C:39]1[CH:40]=[CH:41][C:36]([S:33]([NH:32][C:30](=[O:31])[CH2:29][C:26]2[CH:25]=[CH:24][C:23]([NH:22][C:20]([C:16]3[CH:15]=[C:14]([C:11]4[CH:12]=[CH:13][C:8]([O:7][CH:6]([F:5])[F:46])=[CH:9][CH:10]=4)[O:18][C:17]=3[CH3:19])=[O:21])=[CH:28][CH:27]=2)(=[O:35])=[O:34])=[CH:37][CH:38]=1, predict the reactants needed to synthesize it. The reactants are: C[O-].[Na+].O.[F:5][CH:6]([F:46])[O:7][C:8]1[CH:13]=[CH:12][C:11]([C:14]2[O:18][C:17]([CH3:19])=[C:16]([C:20]([NH:22][C:23]3[CH:28]=[CH:27][C:26]([CH2:29][C:30]([NH:32][S:33]([C:36]4[CH:41]=[CH:40][C:39]([O:42]C(=O)C)=[CH:38][CH:37]=4)(=[O:35])=[O:34])=[O:31])=[CH:25][CH:24]=3)=[O:21])[CH:15]=2)=[CH:10][CH:9]=1. (7) Given the product [NH2:20][C:21]1[CH:22]=[C:23]([NH:24][C:14]2[N:13]=[C:12]([NH:11][C:5]3[CH:6]=[CH:7][C:8]4[O:9][CH2:10][CH2:1][O:2][C:3]=4[CH:4]=3)[C:17]([F:18])=[CH:16][N:15]=2)[CH:25]=[CH:26][CH:27]=1, predict the reactants needed to synthesize it. The reactants are: [CH2:1]1[CH2:10][O:9][C:8]2[CH:7]=[CH:6][C:5]([NH:11][C:12]3[C:17]([F:18])=[CH:16][N:15]=[C:14](Cl)[N:13]=3)=[CH:4][C:3]=2[O:2]1.[NH2:20][C:21]1[CH:22]=[C:23]([CH:25]=[CH:26][CH:27]=1)[NH2:24]. (8) Given the product [CH2:1]([N:9]=[N+:10]=[N-:11])[C:2]1[CH:7]=[CH:6][CH:5]=[CH:4][CH:3]=1, predict the reactants needed to synthesize it. The reactants are: [CH2:1](Br)[C:2]1[CH:7]=[CH:6][CH:5]=[CH:4][CH:3]=1.[N-:9]=[N+:10]=[N-:11].[Na+].[I-].[Na+]. (9) The reactants are: [N:1]1([C:8]2[CH:9]=[CH:10][C:11]3[N:12]([C:14]([C:17]([F:20])([F:19])[F:18])=[N:15][N:16]=3)[N:13]=2)[CH2:7][CH2:6][CH2:5][NH:4][CH2:3][CH2:2]1.[F:21][C:22]([F:32])([F:31])[C:23]1[CH:30]=[CH:29][CH:28]=[CH:27][C:24]=1[CH:25]=O. Given the product [F:20][C:17]([F:18])([F:19])[C:14]1[N:12]2[N:13]=[C:8]([N:1]3[CH2:7][CH2:6][CH2:5][N:4]([CH2:25][C:24]4[CH:27]=[CH:28][CH:29]=[CH:30][C:23]=4[C:22]([F:21])([F:31])[F:32])[CH2:3][CH2:2]3)[CH:9]=[CH:10][C:11]2=[N:16][N:15]=1, predict the reactants needed to synthesize it.